From a dataset of Full USPTO retrosynthesis dataset with 1.9M reactions from patents (1976-2016). Predict the reactants needed to synthesize the given product. (1) Given the product [Cl:15][C:7]1[N:6]=[C:5]([C:3]([O:2][CH3:1])=[O:4])[CH:10]=[CH:9][C:8]=1[CH3:11], predict the reactants needed to synthesize it. The reactants are: [CH3:1][O:2][C:3]([C:5]1[CH:10]=[CH:9][C:8]([CH3:11])=[CH:7][N+:6]=1[O-])=[O:4].P(Cl)(Cl)([Cl:15])=O. (2) Given the product [CH3:16][O:17][C:18]1[CH:23]=[CH:22][CH:21]=[CH:20][C:19]=1[CH:24]1[CH2:1][C:2](=[O:3])[CH2:27][C:26](=[O:28])[CH2:25]1, predict the reactants needed to synthesize it. The reactants are: [CH3:1][CH2:2][O-:3].[Na+].C(C(CC)(C([O-])=O)C([O-])=O)C.[CH3:16][O:17][C:18]1[CH:23]=[CH:22][CH:21]=[CH:20][C:19]=1[CH:24]=[CH:25][C:26](=[O:28])[CH3:27]. (3) Given the product [Cl-:18].[CH3:3][CH:2]([S:4]([CH2:7][C:8]1[CH:9]=[C:10]([CH:11]=[CH:12][CH:13]=1)[NH3+:14])(=[O:6])=[O:5])[CH3:1], predict the reactants needed to synthesize it. The reactants are: [CH3:1][CH:2]([S:4]([CH2:7][C:8]1[CH:9]=[C:10]([NH:14]C(=O)C)[CH:11]=[CH:12][CH:13]=1)(=[O:6])=[O:5])[CH3:3].[ClH:18].C(O)C.C(OCC)(=O)C. (4) Given the product [F:20][C:21]1[CH:26]=[CH:25][C:24]([O:27][C:2]2[C:11]3[C:6](=[CH:7][C:8]([O:12][CH3:13])=[CH:9][CH:10]=3)[CH:5]=[C:4]([NH:14][C:15]3[CH:19]=[CH:18][NH:17][N:16]=3)[N:3]=2)=[CH:23][CH:22]=1, predict the reactants needed to synthesize it. The reactants are: Cl[C:2]1[C:11]2[C:6](=[CH:7][C:8]([O:12][CH3:13])=[CH:9][CH:10]=2)[CH:5]=[C:4]([NH:14][C:15]2[CH:19]=[CH:18][NH:17][N:16]=2)[N:3]=1.[F:20][C:21]1[CH:26]=[CH:25][C:24]([OH:27])=[CH:23][CH:22]=1.